From a dataset of Full USPTO retrosynthesis dataset with 1.9M reactions from patents (1976-2016). Predict the reactants needed to synthesize the given product. (1) The reactants are: C(OCCCC)CCC.[C:10]1([Li])[CH:15]=[CH:14][CH:13]=[CH:12][CH:11]=1.C(OCC)C.[CH3:22][C:23]1[CH:28]=[N:27][CH:26]=[C:25]([CH3:29])[N:24]=1. Given the product [CH3:22][C:23]1[C:28]([C:10]2[CH:15]=[CH:14][CH:13]=[CH:12][CH:11]=2)=[N:27][CH:26]=[C:25]([CH3:29])[N:24]=1, predict the reactants needed to synthesize it. (2) Given the product [C:16]1([CH2:17][CH2:18][CH2:19][C:20]([OH:22])=[O:21])[CH:11]=[CH:12][CH:13]=[CH:14][CH:15]=1, predict the reactants needed to synthesize it. The reactants are: O=C[C@@H]([C@H]([C@@H](CO)O)O)O.[CH:11]1[C:16]([CH2:17][CH2:18][CH2:19][C:20]([OH:22])=[O:21])=[CH:15][CH:14]=[C:13](N(CCCl)CCCl)[CH:12]=1. (3) The reactants are: C(O)(=O)C=C.[C:6]1([C:12](=[N:21][OH:22])[C:13]([C:15]2[CH:20]=[CH:19][CH:18]=[CH:17][CH:16]=2)=[O:14])[CH:11]=[CH:10][CH:9]=[CH:8][CH:7]=1. Given the product [C:6]1([C:12](=[N:21][OH:22])[C:13]([C:15]2[CH:16]=[CH:17][CH:18]=[CH:19][CH:20]=2)=[O:14])[CH:7]=[CH:8][CH:9]=[CH:10][CH:11]=1, predict the reactants needed to synthesize it. (4) Given the product [CH2:40]([N:10]([CH2:3][C:4]1[CH:9]=[CH:8][CH:7]=[CH:6][CH:5]=1)[C:11]1[CH:16]=[C:15]([F:17])[C:14]([NH:18][C:19]2[CH:24]=[CH:23][N:22]=[C:21]3[NH:25][CH:26]=[C:27]([CH3:28])[C:20]=23)=[C:13]([F:39])[CH:12]=1)[C:41]1[CH:42]=[CH:43][CH:44]=[CH:45][CH:46]=1, predict the reactants needed to synthesize it. The reactants are: [OH-].[Na+].[CH2:3]([N:10]([CH2:40][C:41]1[CH:46]=[CH:45][CH:44]=[CH:43][CH:42]=1)[C:11]1[CH:16]=[C:15]([F:17])[C:14]([NH:18][C:19]2[CH:24]=[CH:23][N:22]=[C:21]3[N:25](S(C4C=CC(C)=CC=4)(=O)=O)[CH:26]=[C:27]([CH3:28])[C:20]=23)=[C:13]([F:39])[CH:12]=1)[C:4]1[CH:9]=[CH:8][CH:7]=[CH:6][CH:5]=1.O.C(OCC)(=O)C.